From a dataset of HIV replication inhibition screening data with 41,000+ compounds from the AIDS Antiviral Screen. Binary Classification. Given a drug SMILES string, predict its activity (active/inactive) in a high-throughput screening assay against a specified biological target. (1) The molecule is C=CC1(CCC2(c3ccc(OC)c(OC)c3)[CH-][N+](=O)OC(OC3CCCCC3C(C)(C)c3ccccc3)C2)OCC(C)(C)CO1. The result is 0 (inactive). (2) The compound is COc1c(Sc2c(SCSc3cnc4ccccc4c3Sc3cnc4ccccc4c3OC)cnc3ccccc23)cnc2ccccc12. The result is 0 (inactive). (3) The molecule is CC1OC(Oc2c(-c3cc(O)c(O)c(O)c3)oc3cc(O)cc(O)c3c2=O)C(O)C(O)C1O. The result is 0 (inactive). (4) The drug is COc1ccc(C=C(C(C)=O)C(=O)c2ccccc2)cc1. The result is 0 (inactive). (5) The drug is Cc1ccccc1C(=O)c1ccccc1C(=O)O. The result is 0 (inactive). (6) The drug is C#Cc1c(C)c(C=CC(C)=CC(=O)OC)n(C)c1C. The result is 0 (inactive). (7) The compound is COc1ccccc1N=Nc1c(S(=O)(=O)O)cc2cc(NC(=O)Nc3ccc4c(O)c(N=Nc5ccc(S(=O)(=O)O)cc5C)c(S(=O)(=O)O)cc4c3)ccc2c1O. The result is 1 (active).